This data is from Peptide-MHC class I binding affinity with 185,985 pairs from IEDB/IMGT. The task is: Regression. Given a peptide amino acid sequence and an MHC pseudo amino acid sequence, predict their binding affinity value. This is MHC class I binding data. The peptide sequence is ERGVRLHPL. The MHC is HLA-A24:02 with pseudo-sequence HLA-A24:02. The binding affinity (normalized) is 0.0112.